This data is from Full USPTO retrosynthesis dataset with 1.9M reactions from patents (1976-2016). The task is: Predict the reactants needed to synthesize the given product. (1) Given the product [O:17]=[C:7]1[NH:6][C:5]2[CH:4]=[C:3]([CH2:2][N:38]3[CH2:39][CH2:40][N:35]([C:41]4[CH:48]=[CH:47][C:44]([C:45]#[N:46])=[CH:43][N:42]=4)[CH2:36][CH2:37]3)[CH:12]=[N:11][C:10]=2[N:9]2[CH2:13][CH2:14][O:15][CH2:16][CH:8]12, predict the reactants needed to synthesize it. The reactants are: O[CH2:2][C:3]1[CH:12]=[N:11][C:10]2[N:9]3[CH2:13][CH2:14][O:15][CH2:16][CH:8]3[C:7](=[O:17])[NH:6][C:5]=2[CH:4]=1.[I-].C(C[P+](C)(C)C)#N.C(N(C(C)C)C(C)C)C.[N:35]1([C:41]2[CH:48]=[CH:47][C:44]([C:45]#[N:46])=[CH:43][N:42]=2)[CH2:40][CH2:39][NH:38][CH2:37][CH2:36]1. (2) Given the product [CH2:1]([NH:8][C:9]1[N:13]([CH2:14][CH2:15][CH2:16][N:17]2[C:21]([NH:22][CH2:23][C:24]3[CH:29]=[CH:28][CH:27]=[CH:26][CH:25]=3)=[C:20]([N+:30]([O-:32])=[O:31])[C:19]([C:38]3[CH:43]=[CH:42][CH:41]=[CH:40][CH:39]=3)=[N:18]2)[N:12]=[C:11]([C:2]2[CH:7]=[CH:6][CH:5]=[CH:4][CH:3]=2)[C:10]=1[N+:35]([O-:37])=[O:36])[C:2]1[CH:7]=[CH:6][CH:5]=[CH:4][CH:3]=1, predict the reactants needed to synthesize it. The reactants are: [CH2:1]([NH:8][C:9]1[N:13]([CH2:14][CH2:15][CH2:16][N:17]2[C:21]([NH:22][CH2:23][C:24]3[CH:29]=[CH:28][CH:27]=[CH:26][CH:25]=3)=[C:20]([N+:30]([O-:32])=[O:31])[C:19](Br)=[N:18]2)[N:12]=[C:11](Br)[C:10]=1[N+:35]([O-:37])=[O:36])[C:2]1[CH:7]=[CH:6][CH:5]=[CH:4][CH:3]=1.[C:38]1(OB(O)O)[CH:43]=[CH:42][CH:41]=[CH:40][CH:39]=1.C(=O)([O-])[O-].[K+].[K+].